Dataset: Forward reaction prediction with 1.9M reactions from USPTO patents (1976-2016). Task: Predict the product of the given reaction. (1) The product is: [Br:15][C:16]1[CH:17]=[CH:18][C:19]([OH:24])=[C:20]([C:21]2[NH:1][N:2]=[C:3]([C:4]3[CH:5]=[N:6][CH:7]=[CH:8][C:9]=3[C:10]([F:11])([F:12])[F:13])[N:14]=2)[CH:23]=1. Given the reactants [NH2:1][NH:2][C:3](=[NH:14])[C:4]1[C:9]([C:10]([F:13])([F:12])[F:11])=[CH:8][CH:7]=[N:6][CH:5]=1.[Br:15][C:16]1[CH:17]=[CH:18][C:19]([OH:24])=[C:20]([CH:23]=1)[CH:21]=O, predict the reaction product. (2) Given the reactants [F:1][C:2]([F:7])([F:6])[C:3]([OH:5])=[O:4].[F:8][C:9]([F:14])([F:13])[C:10]([OH:12])=[O:11].FC(F)(F)C(O)=O.[Cl:22][C:23]1[CH:24]=[N:25][C:26]2[NH:27][C:28]3[CH:29]=[N:30][CH:31]=[C:32]([CH:54]=3)[CH2:33][CH2:34][C:35]3[CH:43]=[C:39]([NH:40][C:41]=1[N:42]=2)[CH:38]=[CH:37][C:36]=3[NH:44][C:45](=[O:53])[CH2:46][CH:47]1[CH2:52][CH2:51][NH:50][CH2:49][CH2:48]1.[CH2:55]([S:57](Cl)(=[O:59])=[O:58])[CH3:56], predict the reaction product. The product is: [F:1][C:2]([F:7])([F:6])[C:3]([OH:5])=[O:4].[F:8][C:9]([F:14])([F:13])[C:10]([OH:12])=[O:11].[Cl:22][C:23]1[CH:24]=[N:25][C:26]2[NH:27][C:28]3[CH:29]=[N:30][CH:31]=[C:32]([CH:54]=3)[CH2:33][CH2:34][C:35]3[CH:43]=[C:39]([NH:40][C:41]=1[N:42]=2)[CH:38]=[CH:37][C:36]=3[NH:44][C:45](=[O:53])[CH2:46][CH:47]1[CH2:52][CH2:51][N:50]([S:57]([CH2:55][CH3:56])(=[O:59])=[O:58])[CH2:49][CH2:48]1.